This data is from CYP1A2 inhibition data for predicting drug metabolism from PubChem BioAssay. The task is: Regression/Classification. Given a drug SMILES string, predict its absorption, distribution, metabolism, or excretion properties. Task type varies by dataset: regression for continuous measurements (e.g., permeability, clearance, half-life) or binary classification for categorical outcomes (e.g., BBB penetration, CYP inhibition). Dataset: cyp1a2_veith. (1) The compound is CCCCC[C@H](O)CCCC(=O)[O-].[Na+]. The result is 0 (non-inhibitor). (2) The molecule is Cc1cc(C)c(C)c(S(=O)(=O)ON2C(=O)c3ccccc3C2=O)c1C. The result is 1 (inhibitor). (3) The molecule is COc1ccc2c(c1)[nH]c1c(N3CCN(Cc4ccc5c(c4)OCO5)CC3)ncnc12. The result is 1 (inhibitor).